This data is from Full USPTO retrosynthesis dataset with 1.9M reactions from patents (1976-2016). The task is: Predict the reactants needed to synthesize the given product. (1) Given the product [Cl:1][C:2]1[C:3]([O:12][C:13]2[CH:14]=[N:15][C:16]([O:20][CH2:21][CH:22]([CH3:24])[CH3:23])=[C:17]([Cl:19])[CH:18]=2)=[CH:4][C:5]([F:11])=[C:6]([CH:10]=1)[C:7]([NH:49][S:46]([N:37]1[C:45]2[C:40](=[CH:41][CH:42]=[CH:43][CH:44]=2)[CH2:39][CH2:38]1)(=[O:48])=[O:47])=[O:9], predict the reactants needed to synthesize it. The reactants are: [Cl:1][C:2]1[C:3]([O:12][C:13]2[CH:14]=[N:15][C:16]([O:20][CH2:21][CH:22]([CH3:24])[CH3:23])=[C:17]([Cl:19])[CH:18]=2)=[CH:4][C:5]([F:11])=[C:6]([CH:10]=1)[C:7]([OH:9])=O.C(N1C=CN=C1)(N1C=CN=C1)=O.[N:37]1([S:46]([NH2:49])(=[O:48])=[O:47])[C:45]2[C:40](=[CH:41][CH:42]=[CH:43][CH:44]=2)[CH2:39][CH2:38]1.N12CCCN=C1CCCCC2. (2) Given the product [NH:43]1[CH:46]=[CH:45][C:1]([C:4]2[C:12]3[C:7](=[N:8][CH:9]=[C:10]([NH:13][C:14](=[O:36])[C:15]4[C:20]([F:21])=[CH:19][CH:18]=[C:17]([NH:22][S:23]([CH2:26][CH2:27][CH3:28])(=[O:25])=[O:24])[C:16]=4[F:35])[CH:11]=3)[NH:6][CH:5]=2)=[N:44]1, predict the reactants needed to synthesize it. The reactants are: [C:1]([C:4]1[C:12]2[C:7](=[N:8][CH:9]=[C:10]([NH:13][C:14](=[O:36])[C:15]3[C:20]([F:21])=[CH:19][CH:18]=[C:17]([N:22](S(CCC)(=O)=O)[S:23]([CH2:26][CH2:27][CH3:28])(=[O:25])=[O:24])[C:16]=3[F:35])[CH:11]=2)[N:6](S(CCC)(=O)=O)[CH:5]=1)(=O)C.[NH2:43][NH2:44].[CH2:45]1COC[CH2:46]1. (3) Given the product [O:67]1[CH2:68][CH2:69][N:64]([C:2]2[C:3]([O:8][C:9]3[CH:10]=[CH:11][C:12]([NH:15][C:23]4[CH:28]=[CH:27][CH:26]=[CH:25][N:24]=4)=[CH:13][CH:14]=3)=[N:4][CH:5]=[CH:6][CH:7]=2)[CH2:65][CH2:66]1, predict the reactants needed to synthesize it. The reactants are: Br[C:2]1[C:3]([O:8][C:9]2[CH:14]=[CH:13][C:12]([N:15]([C:23]3[CH:28]=[CH:27][CH:26]=[CH:25][N:24]=3)C(=O)OC(C)(C)C)=[CH:11][CH:10]=2)=[N:4][CH:5]=[CH:6][CH:7]=1.C1(P(C2CCCCC2)C2C=CC=CC=2C2C(OC)=CC=CC=2OC)CCCCC1.CC(C)([O-])C.[Na+].[NH:64]1[CH2:69][CH2:68][O:67][CH2:66][CH2:65]1. (4) Given the product [Si:1]([O:8][C@@H:9]1[C@@H:13]([CH2:14][CH3:15])[CH2:12][N:11]([C:16]([O:18][C:19]([CH3:20])([CH3:22])[CH3:21])=[O:17])[CH2:10]1)([C:4]([CH3:7])([CH3:5])[CH3:6])([CH3:3])[CH3:2], predict the reactants needed to synthesize it. The reactants are: [Si:1]([O:8][C@@H:9]1[C@@H:13]([CH:14]=[CH2:15])[CH2:12][N:11]([C:16]([O:18][C:19]([CH3:22])([CH3:21])[CH3:20])=[O:17])[CH2:10]1)([C:4]([CH3:7])([CH3:6])[CH3:5])([CH3:3])[CH3:2]. (5) The reactants are: [CH3:1][O:2][C:3](=[O:40])[C@@H:4]([NH:17][C:18]([C:20]1[CH:39]=[CH:38][C:23]2[N:24]([CH:32]3[CH2:37][CH2:36][CH2:35][CH2:34][CH2:33]3)[C:25]([C:27]3[CH:31]=[CH:30][O:29][CH:28]=3)=[N:26][C:22]=2[CH:21]=1)=[O:19])[CH2:5][C:6]1[C:14]2[C:9](=[CH:10][CH:11]=[C:12]([OH:15])[CH:13]=2)[N:8]([CH3:16])[CH:7]=1.C(=O)([O-])[O-].[Cs+].[Cs+].C([CH2:51][C:52](Br)([CH3:56])[C:53]([O-:55])=[O:54])(C)(C)C. Given the product [CH3:1][O:2][C:3](=[O:40])[C@@H:4]([NH:17][C:18]([C:20]1[CH:39]=[CH:38][C:23]2[N:24]([CH:32]3[CH2:33][CH2:34][CH2:35][CH2:36][CH2:37]3)[C:25]([C:27]3[CH:31]=[CH:30][O:29][CH:28]=3)=[N:26][C:22]=2[CH:21]=1)=[O:19])[CH2:5][C:6]1[C:14]2[C:9](=[CH:10][CH:11]=[C:12]([O:15][C:52]([C:53]([OH:55])=[O:54])([CH3:56])[CH3:51])[CH:13]=2)[N:8]([CH3:16])[CH:7]=1, predict the reactants needed to synthesize it.